This data is from Reaction yield outcomes from USPTO patents with 853,638 reactions. The task is: Predict the reaction yield, written as a fraction of the theoretical maximum amount of product (1.0 means a 100% yield; for example, 0.34 means a 34% yield). The reactants are [OH:1][C:2]1[CH:11]=[C:10]2[C:5]([CH2:6][CH2:7][CH:8]([C:12]([O:14][CH2:15][CH3:16])=[O:13])[O:9]2)=[CH:4][CH:3]=1.C(=O)([O-])[O-].[K+].[K+].[I-].[K+].[CH2:25](Cl)[C:26]1[CH:31]=[CH:30][CH:29]=[CH:28][CH:27]=1. The catalyst is CC(C)=O. The product is [CH2:25]([O:1][C:2]1[CH:11]=[C:10]2[C:5]([CH2:6][CH2:7][CH:8]([C:12]([O:14][CH2:15][CH3:16])=[O:13])[O:9]2)=[CH:4][CH:3]=1)[C:26]1[CH:31]=[CH:30][CH:29]=[CH:28][CH:27]=1. The yield is 1.00.